Dataset: Reaction yield outcomes from USPTO patents with 853,638 reactions. Task: Predict the reaction yield, written as a fraction of the theoretical maximum amount of product (1.0 means a 100% yield; for example, 0.34 means a 34% yield). The reactants are [F:1][C:2]([F:13])([F:12])[C:3]1[CH:11]=[CH:10][CH:9]=[CH:8][C:4]=1[C:5](Cl)=[O:6].[NH2:14][C:15]1[N:23]=[CH:22][CH:21]=[CH:20][C:16]=1[C:17](O)=[O:18].O. The catalyst is N1C=CC=CC=1. The product is [F:1][C:2]([F:13])([F:12])[C:3]1[CH:11]=[CH:10][CH:9]=[CH:8][C:4]=1[C:5]1[O:6][C:17](=[O:18])[C:16]2[CH:20]=[CH:21][CH:22]=[N:23][C:15]=2[N:14]=1. The yield is 0.600.